From a dataset of Forward reaction prediction with 1.9M reactions from USPTO patents (1976-2016). Predict the product of the given reaction. Given the reactants FC(F)(F)C#[N:4].[Cl:7][C:8]1[CH:33]=CC2O[C:13]3[CH:31]=[CH:30]C=C[C:14]=3[C@@H:15]3[C@H:20]([NH:21][C:22](=O)[C:23]([F:26])([F:25])[F:24])[CH2:19][CH2:18][CH2:17][N:16]3[C:10]=2[CH:9]=1.[CH2:34]1[CH2:38][O:37][CH2:36][CH2:35]1, predict the reaction product. The product is: [Cl:7][C:8]1[CH:33]=[CH:35][C:36]2[O:37][C:38]3[CH:34]=[CH:30][CH:31]=[CH:13][C:14]=3[C@@H:15]3[C@H:20]([NH:21][C:22](=[NH:4])[C:23]([F:26])([F:25])[F:24])[CH2:19][CH2:18][CH2:17][N:16]3[C:10]=2[CH:9]=1.